The task is: Regression. Given a peptide amino acid sequence and an MHC pseudo amino acid sequence, predict their binding affinity value. This is MHC class II binding data.. This data is from Peptide-MHC class II binding affinity with 134,281 pairs from IEDB. (1) The peptide sequence is ELKESWGAIWRIDTP. The MHC is DRB1_0901 with pseudo-sequence DRB1_0901. The binding affinity (normalized) is 0.374. (2) The peptide sequence is GYLQIVDKIDAAFKI. The MHC is DRB1_1101 with pseudo-sequence DRB1_1101. The binding affinity (normalized) is 0.709. (3) The peptide sequence is PKGGAESSSKAALTS. The MHC is DRB1_1602 with pseudo-sequence DRB1_1602. The binding affinity (normalized) is 0.367. (4) The peptide sequence is ARTISEAGQAMASTE. The MHC is DRB1_0802 with pseudo-sequence DRB1_0802. The binding affinity (normalized) is 0.337.